This data is from Merck oncology drug combination screen with 23,052 pairs across 39 cell lines. The task is: Regression. Given two drug SMILES strings and cell line genomic features, predict the synergy score measuring deviation from expected non-interaction effect. (1) Drug 1: N#Cc1ccc(Cn2cncc2CN2CCN(c3cccc(Cl)c3)C(=O)C2)cc1. Drug 2: O=C(CCCCCCC(=O)Nc1ccccc1)NO. Cell line: KPL1. Synergy scores: synergy=7.08. (2) Drug 1: CN1C(=O)C=CC2(C)C3CCC4(C)C(NC(=O)OCC(F)(F)F)CCC4C3CCC12. Drug 2: O=P1(N(CCCl)CCCl)NCCCO1. Cell line: SKMEL30. Synergy scores: synergy=7.35. (3) Drug 1: O=S1(=O)NC2(CN1CC(F)(F)F)C1CCC2Cc2cc(C=CCN3CCC(C(F)(F)F)CC3)ccc2C1. Drug 2: O=C(CCCCCCC(=O)Nc1ccccc1)NO. Cell line: SKOV3. Synergy scores: synergy=31.1. (4) Drug 1: C=CCn1c(=O)c2cnc(Nc3ccc(N4CCN(C)CC4)cc3)nc2n1-c1cccc(C(C)(C)O)n1. Drug 2: Cc1nc(Nc2ncc(C(=O)Nc3c(C)cccc3Cl)s2)cc(N2CCN(CCO)CC2)n1. Cell line: RPMI7951. Synergy scores: synergy=19.8.